This data is from Forward reaction prediction with 1.9M reactions from USPTO patents (1976-2016). The task is: Predict the product of the given reaction. (1) Given the reactants C(NC1N=C(S(C)=O)C(C(N)=O)=CN=1)(C)(C)C.Cl.N[C@H]1C[C@@H](O)C(C)(C)CC1.Cl.N[C@@H]1C[C@H](O)C(C)(C)CC1.CC(=O)OCC.C(O)(C(F)(F)F)=O.C(=O)(O)[O-].[C:57]([NH:61][C:62]1[N:67]=[C:66]([NH:68][C@@H:69]2[CH2:74][CH2:73][C:72]([CH3:76])([CH3:75])[C@H:71]([OH:77])[CH2:70]2)[C:65]([C:78]([NH2:80])=[O:79])=[CH:64][N:63]=1)([CH3:60])([CH3:59])[CH3:58], predict the reaction product. The product is: [C:57]([NH:61][C:62]1[N:67]=[C:66]([NH:68][C@H:69]2[CH2:74][CH2:73][C:72]([CH3:75])([CH3:76])[C@@H:71]([OH:77])[CH2:70]2)[C:65]([C:78]([NH2:80])=[O:79])=[CH:64][N:63]=1)([CH3:58])([CH3:59])[CH3:60]. (2) Given the reactants [CH:1]1[C:14]2[C:5](=[CH:6][C:7]3[C:12]([C:13]=2C=O)=[CH:11][CH:10]=[CH:9][CH:8]=3)C=C[CH:2]=1.C([C:21]1[CH:30]=[CH:29][CH:28]=[CH:27][C:22]=1[C:23]([NH:25][NH2:26])=[O:24])(C)(C)C, predict the reaction product. The product is: [CH:13]1[C:14]2[C:5](=[CH:6][C:7]3[C:8]([C:1]=2[CH:2]=[N:26][NH:25][C:23](=[O:24])[C:22]2[CH:21]=[CH:30][C:29]([C:7]([CH3:12])([CH3:8])[CH3:6])=[CH:28][CH:27]=2)=[CH:9][CH:10]=[CH:11][CH:12]=3)[CH:14]=[CH:1][CH:2]=1. (3) Given the reactants [NH2:1][C:2]1[CH:3]=[C:4]([CH:14]=[CH:15][CH:16]=1)[C:5]([NH:7][C:8]1[CH:13]=[CH:12][CH:11]=[CH:10][CH:9]=1)=[O:6].[C:17]1([Bi]([C:17]2[CH:22]=[CH:21][CH:20]=[CH:19][CH:18]=2)[C:17]2[CH:22]=[CH:21][CH:20]=[CH:19][CH:18]=2)[CH:22]=[CH:21][CH:20]=[CH:19][CH:18]=1.C(N(CC)CC)C.Cl, predict the reaction product. The product is: [C:17]1([NH:1][C:2]2[CH:3]=[C:4]([CH:14]=[CH:15][CH:16]=2)[C:5]([NH:7][C:8]2[CH:13]=[CH:12][CH:11]=[CH:10][CH:9]=2)=[O:6])[CH:22]=[CH:21][CH:20]=[CH:19][CH:18]=1. (4) Given the reactants Br[C:2]1[C:3]([C:24]2[CH:29]=[CH:28][N:27]=[C:26]([NH:30][CH3:31])[N:25]=2)=[C:4]([C:17]2[CH:22]=[CH:21][C:20]([F:23])=[CH:19][CH:18]=2)[N:5]([Si](C(C)C)(C(C)C)C(C)C)[CH:6]=1.[CH2:32]1[CH:40]2[N:35]([CH2:36][CH2:37][C:38](=O)[CH2:39]2)[CH2:34][CH2:33]1.C(N1CCC(=O)CC1)C1C=CC=CC=1, predict the reaction product. The product is: [F:23][C:20]1[CH:19]=[CH:18][C:17]([C:4]2[NH:5][CH:6]=[C:2]([C:38]3[CH2:39][CH:40]4[N:35]([CH2:34][CH2:33][CH2:32]4)[CH2:36][CH:37]=3)[C:3]=2[C:24]2[CH:29]=[CH:28][N:27]=[C:26]([NH:30][CH3:31])[N:25]=2)=[CH:22][CH:21]=1.